Dataset: Full USPTO retrosynthesis dataset with 1.9M reactions from patents (1976-2016). Task: Predict the reactants needed to synthesize the given product. (1) Given the product [O:11]=[C:8]1[CH2:9][CH2:10][C:6]([C:12]([OH:14])=[O:13])([C:4]([OH:5])=[O:3])[CH2:7]1, predict the reactants needed to synthesize it. The reactants are: C([O:3][C:4]([C:6]1([C:12]([O:14]CC)=[O:13])[CH2:10][CH2:9][CH:8]([OH:11])[CH2:7]1)=[O:5])C.C(O)(C)C. (2) The reactants are: [Cl:1][C:2]1[C:3]([O:12][C:13]2[CH:18]=[C:17]([O:19][CH2:20][CH2:21][O:22][CH3:23])[CH:16]=[CH:15][C:14]=2[CH2:24][CH2:25][CH2:26][OH:27])=[N:4][CH:5]=[C:6]([C:8]([F:11])([F:10])[F:9])[CH:7]=1.[CH:28]1([CH2:31][NH2:32])[CH2:30][CH2:29]1.O.CN(C)[CH:36]=[O:37]. Given the product [CH:28]1([CH2:31][NH:32][C:36](=[O:37])[O:27][CH2:26][CH2:25][CH2:24][C:14]2[CH:15]=[CH:16][C:17]([O:19][CH2:20][CH2:21][O:22][CH3:23])=[CH:18][C:13]=2[O:12][C:3]2[C:2]([Cl:1])=[CH:7][C:6]([C:8]([F:9])([F:11])[F:10])=[CH:5][N:4]=2)[CH2:30][CH2:29]1, predict the reactants needed to synthesize it. (3) The reactants are: [Br:1][C:2]1[CH:3]=[N:4][C:5]([O:8]N2C3=NC=CC=C3N=N2)=[N:6][CH:7]=1.[CH3:18][O:19][C:20]1[CH:25]=[CH:24][CH:23]=[CH:22][C:21]=1B(O)O.C([O-])([O-])=O.[Cs+].[Cs+]. Given the product [Br:1][C:2]1[CH:7]=[N:6][C:5]([O:8][C:21]2[CH:22]=[CH:23][CH:24]=[CH:25][C:20]=2[O:19][CH3:18])=[N:4][CH:3]=1, predict the reactants needed to synthesize it. (4) Given the product [NH2:1][C:4]1[CH:12]=[CH:11][CH:10]=[C:9]2[C:5]=1[CH2:6][CH2:7][CH:8]2[N:13]1[CH:18]=[CH:17][CH:16]=[C:15]([C:19]([NH:21][C:22]2[CH:27]=[CH:26][N:25]=[CH:24][CH:23]=2)=[O:20])[C:14]1=[O:28], predict the reactants needed to synthesize it. The reactants are: [N+:1]([C:4]1[CH:12]=[CH:11][CH:10]=[C:9]2[C:5]=1[CH2:6][CH2:7][CH:8]2[N:13]1[CH:18]=[CH:17][CH:16]=[C:15]([C:19]([NH:21][C:22]2[CH:27]=[CH:26][N:25]=[CH:24][CH:23]=2)=[O:20])[C:14]1=[O:28])([O-])=O.Cl[Sn]Cl. (5) Given the product [CH2:1]([C:3]1[NH:7][N:6]=[C:5]([CH2:8][C:9]2[O:10][C:11]([C:19]([NH2:20])=[O:22])=[C:12]([CH3:14])[N:13]=2)[N:4]=1)[CH3:2], predict the reactants needed to synthesize it. The reactants are: [CH2:1]([C:3]1[NH:7][N:6]=[C:5]([CH2:8][C:9]2[O:10][C:11]([CH3:19])=[C:12]([C:14](OCC)=O)[N:13]=2)[N:4]=1)[CH3:2].[NH3:20].C[OH:22]. (6) Given the product [CH3:25][N:4]1[C:5]2[C:10]([O:11][CH:12]3[CH2:17][CH2:16][N:15]([C:18]([O:20][C:21]([CH3:24])([CH3:23])[CH3:22])=[O:19])[CH2:14][CH2:13]3)=[N:9][CH:8]=[N:7][C:6]=2[C:2]([C:33]2[CH:34]=[CH:35][C:30]([S:27]([CH3:26])(=[O:29])=[O:28])=[CH:31][CH:32]=2)=[CH:3]1, predict the reactants needed to synthesize it. The reactants are: Br[C:2]1[C:6]2[N:7]=[CH:8][N:9]=[C:10]([O:11][CH:12]3[CH2:17][CH2:16][N:15]([C:18]([O:20][C:21]([CH3:24])([CH3:23])[CH3:22])=[O:19])[CH2:14][CH2:13]3)[C:5]=2[N:4]([CH3:25])[CH:3]=1.[CH3:26][S:27]([C:30]1[CH:35]=[CH:34][C:33](B(O)O)=[CH:32][CH:31]=1)(=[O:29])=[O:28].C([O-])([O-])=O.[Na+].[Na+].